The task is: Predict which catalyst facilitates the given reaction.. This data is from Catalyst prediction with 721,799 reactions and 888 catalyst types from USPTO. (1) Reactant: [CH2:1]([O:3][C:4]1[CH2:10][CH2:9][CH2:8][CH2:7][C:6](=[O:11])[CH:5]=1)[CH3:2].[CH2:12]([Mg]Cl)[CH2:13][C:14]1[CH:19]=[CH:18][CH:17]=[CH:16][CH:15]=1. Product: [CH2:1]([O:3][C:4]1[CH2:10][CH2:9][CH2:8][CH2:7][C:6](=[O:11])[CH:5]=1)[CH3:2].[CH2:12]([C:4]1[CH2:10][CH2:9][CH2:8][CH2:7][C:6](=[O:11])[CH:5]=1)[CH2:13][C:14]1[CH:19]=[CH:18][CH:17]=[CH:16][CH:15]=1. The catalyst class is: 13. (2) Reactant: [OH:1][C:2]1[CH:7]=[CH:6][C:5]([C:8]2[CH:16]=[CH:15][C:11]([C:12](O)=[O:13])=[CH:10][CH:9]=2)=[CH:4][CH:3]=1.Cl.CN.C[CH2:21][N:22]=C=NCCCN(C)C.Cl.C1C=CC2N(O)N=NC=2C=1. The catalyst class is: 571. Product: [OH:1][C:2]1[CH:7]=[CH:6][C:5]([C:8]2[CH:16]=[CH:15][C:11]([C:12]([NH:22][CH3:21])=[O:13])=[CH:10][CH:9]=2)=[CH:4][CH:3]=1. (3) Reactant: [C:1]([O:20][CH2:21][C@@H:22]([OH:35])[CH2:23][CH2:24][O:25][CH2:26][C:27]1[CH:32]=[CH:31][C:30]([O:33][CH3:34])=[CH:29][CH:28]=1)([C:14]1[CH:19]=[CH:18][CH:17]=[CH:16][CH:15]=1)([C:8]1[CH:13]=[CH:12][CH:11]=[CH:10][CH:9]=1)[C:2]1[CH:7]=[CH:6][CH:5]=[CH:4][CH:3]=1.[CH3:36][C:37](C)([O-])[CH3:38].[K+].C(Br)C=C. Product: [C:1]([O:20][CH2:21][C@@H:22]([O:35][CH2:38][CH:37]=[CH2:36])[CH2:23][CH2:24][O:25][CH2:26][C:27]1[CH:28]=[CH:29][C:30]([O:33][CH3:34])=[CH:31][CH:32]=1)([C:8]1[CH:13]=[CH:12][CH:11]=[CH:10][CH:9]=1)([C:2]1[CH:3]=[CH:4][CH:5]=[CH:6][CH:7]=1)[C:14]1[CH:19]=[CH:18][CH:17]=[CH:16][CH:15]=1. The catalyst class is: 1. (4) Reactant: [CH3:1][S:2]([O:5][C:6]1[CH:11]=[C:10]([CH:12]=[O:13])[CH:9]=[CH:8][C:7]=1[O:14][CH3:15])(=[O:4])=[O:3].S(=O)(=O)([OH:18])N.Cl([O-])=O.[Na+]. Product: [CH3:15][O:14][C:7]1[CH:8]=[CH:9][C:10]([C:12]([OH:18])=[O:13])=[CH:11][C:6]=1[O:5][S:2]([CH3:1])(=[O:4])=[O:3]. The catalyst class is: 86. (5) Reactant: [CH2:1]([C:3]1[CH:4]=[C:5]([C:11]2[CH:12]=[C:13]3[C:17](=[CH:18][CH:19]=2)[C:16](=[O:20])[CH:15]([CH2:21][C:22]([NH:24][CH2:25][C:26]2[CH:27]=[N:28][CH:29]=[CH:30][CH:31]=2)=[O:23])[CH2:14]3)[CH:6]=[CH:7][C:8]=1[O:9]C)[CH3:2].B(Br)(Br)Br.CCOC(C)=O.O. Product: [CH2:1]([C:3]1[CH:4]=[C:5]([C:11]2[CH:12]=[C:13]3[C:17](=[CH:18][CH:19]=2)[C:16](=[O:20])[CH:15]([CH2:21][C:22]([NH:24][CH2:25][C:26]2[CH:27]=[N:28][CH:29]=[CH:30][CH:31]=2)=[O:23])[CH2:14]3)[CH:6]=[CH:7][C:8]=1[OH:9])[CH3:2]. The catalyst class is: 2.